Dataset: Forward reaction prediction with 1.9M reactions from USPTO patents (1976-2016). Task: Predict the product of the given reaction. (1) Given the reactants [OH:1][CH:2]1[CH2:7][CH2:6][N:5]([C:8]([N:10]2[CH2:15][CH:14]([C:16]3[CH:21]=[CH:20][C:19]([CH2:22][C:23]([F:26])([F:25])[F:24])=[CH:18][CH:17]=3)[CH2:13][CH:12]([C:27]([OH:29])=O)[CH2:11]2)=[O:9])[CH2:4][CH2:3]1.O[N:31]=[C:32]([O:34][CH:35]([CH3:37])[CH3:36])[NH2:33], predict the reaction product. The product is: [OH:1][CH:2]1[CH2:3][CH2:4][N:5]([C:8]([N:10]2[CH2:15][CH:14]([C:16]3[CH:17]=[CH:18][C:19]([CH2:22][C:23]([F:25])([F:24])[F:26])=[CH:20][CH:21]=3)[CH2:13][CH:12]([C:27]3[O:29][N:33]=[C:32]([O:34][CH:35]([CH3:37])[CH3:36])[N:31]=3)[CH2:11]2)=[O:9])[CH2:6][CH2:7]1. (2) The product is: [Br:1][C:2]1[C:3]([CH3:27])=[N:4][N:5]([CH2:14][CH2:15][N:28]2[CH:32]=[CH:31][CH:30]=[N:29]2)[C:6]=1[C:7]1[CH:8]=[CH:9][C:10]([F:13])=[CH:11][CH:12]=1. Given the reactants [Br:1][C:2]1[C:3]([CH3:27])=[N:4][N:5]([CH2:14][CH2:15]OS(C2C=CC(C)=CC=2)(=O)=O)[C:6]=1[C:7]1[CH:12]=[CH:11][C:10]([F:13])=[CH:9][CH:8]=1.[NH:28]1[CH:32]=[CH:31][CH:30]=[N:29]1.C(=O)([O-])[O-].[K+].[K+], predict the reaction product. (3) Given the reactants [CH2:1]([C:3]1[N:4]=[C:5]([N:12]2[CH2:15][CH:14]([NH:16][CH2:17][CH2:18][CH3:19])[CH2:13]2)[S:6][C:7]=1[C:8]([O:10][CH3:11])=[O:9])[CH3:2].[Cl:20][C:21]1[N:22]=[C:23]([C:28](O)=[O:29])[NH:24][C:25]=1[CH2:26][CH3:27].CCN=C=NCCCN(C)C.Cl.ON1C2C=CC=CC=2N=N1.CN1CCOCC1, predict the reaction product. The product is: [Cl:20][C:21]1[N:22]=[C:23]([C:28]([N:16]([CH2:17][CH2:18][CH3:19])[CH:14]2[CH2:15][N:12]([C:5]3[S:6][C:7]([C:8]([O:10][CH3:11])=[O:9])=[C:3]([CH2:1][CH3:2])[N:4]=3)[CH2:13]2)=[O:29])[NH:24][C:25]=1[CH2:26][CH3:27]. (4) Given the reactants [Cl:1][CH2:2][CH2:3][O:4][C:5]1[CH:14]=[C:13]2[C:8]([C:9](=[O:23])[N:10](COC(=O)C(C)(C)C)[CH:11]=[N:12]2)=[CH:7][C:6]=1[O:24][CH3:25].N, predict the reaction product. The product is: [Cl:1][CH2:2][CH2:3][O:4][C:5]1[CH:14]=[C:13]2[C:8]([C:9](=[O:23])[NH:10][CH:11]=[N:12]2)=[CH:7][C:6]=1[O:24][CH3:25]. (5) Given the reactants [CH3:1][N:2]1[C:10]2[C:5](=[CH:6][CH:7]=[CH:8][CH:9]=2)[CH2:4][C:3]1=[O:11].[CH:12]([C:14]1[NH:18][C:17]([C:19]([OH:21])=[O:20])=[CH:16][C:15]=1[CH3:22])=O, predict the reaction product. The product is: [CH3:22][C:15]1[CH:16]=[C:17]([C:19]([OH:21])=[O:20])[NH:18][C:14]=1[CH:12]=[C:4]1[C:5]2[C:10](=[CH:9][CH:8]=[CH:7][CH:6]=2)[N:2]([CH3:1])[C:3]1=[O:11]. (6) Given the reactants [Br:1][C:2]1[CH:3]=[C:4]2[NH:10][CH2:9][C:8]([CH3:12])([CH3:11])[C:5]2=[N:6][CH:7]=1.Cl[C:14]1[C:23]2[C:18](=[CH:19][C:20]([F:24])=[CH:21][CH:22]=2)[N:17]=[C:16]([C:25]2[C:26]([CH3:31])=[N:27][CH:28]=[CH:29][CH:30]=2)[C:15]=1[CH3:32].Cl.O1CCOCC1, predict the reaction product. The product is: [Br:1][C:2]1[CH:3]=[C:4]2[N:10]([C:14]3[C:23]4[C:18](=[CH:19][C:20]([F:24])=[CH:21][CH:22]=4)[N:17]=[C:16]([C:25]4[C:26]([CH3:31])=[N:27][CH:28]=[CH:29][CH:30]=4)[C:15]=3[CH3:32])[CH2:9][C:8]([CH3:12])([CH3:11])[C:5]2=[N:6][CH:7]=1.